This data is from Forward reaction prediction with 1.9M reactions from USPTO patents (1976-2016). The task is: Predict the product of the given reaction. (1) The product is: [Cl:16][C:17]1[CH:22]=[C:21]([CH:7]([C:9]2[CH:14]=[CH:13][CH:12]=[C:11]([F:15])[CH:10]=2)[CH3:8])[N:20]=[CH:19][N:18]=1. Given the reactants [Cl-].C[SiH](C)C.Br[CH:7]([C:9]1[CH:14]=[CH:13][CH:12]=[C:11]([F:15])[CH:10]=1)[CH3:8].[Cl:16][C:17]1[CH:22]=[C:21](Cl)[N:20]=[CH:19][N:18]=1.O, predict the reaction product. (2) Given the reactants [Br:1][C:2]1[CH:9]=[CH:8][C:5](C=O)=[CH:4][N:3]=1.C(O[CH:13]([O:17][CH2:18][CH3:19])[O:14][CH2:15][CH3:16])C, predict the reaction product. The product is: [Br:1][C:2]1[CH:9]=[CH:8][C:5]([CH:13]([O:14][CH2:15][CH3:16])[O:17][CH2:18][CH3:19])=[CH:4][N:3]=1. (3) Given the reactants [CH3:1][CH:2]([CH3:12])[CH2:3][C:4](=O)[CH2:5][C:6]([O:8]CC)=[O:7].[N:13]([C:16]1[CH:26]=[CH:25][C:19]([C:20]([NH:22][CH2:23][CH3:24])=[O:21])=[CH:18][CH:17]=1)=[N+:14]=[N-:15].[O-]CC.[Na+].O, predict the reaction product. The product is: [CH2:23]([NH:22][C:20]([C:19]1[CH:25]=[CH:26][C:16]([N:13]2[C:4]([CH2:3][CH:2]([CH3:1])[CH3:12])=[C:5]([C:6]([OH:8])=[O:7])[N:15]=[N:14]2)=[CH:17][CH:18]=1)=[O:21])[CH3:24]. (4) Given the reactants [NH2:1][C:2]1[CH:3]=[C:4]2[C:9](=[CH:10][CH:11]=1)[N:8]=[CH:7][C:6]([C:12]#[N:13])=[C:5]2[NH:14][C:15]1[CH:20]=[CH:19][C:18]([F:21])=[C:17]([Cl:22])[CH:16]=1.[CH3:23][N:24]1[CH:28]=[CH:27][N:26]=[C:25]1[CH:29]=O.[BH3-]C#N.[Na+], predict the reaction product. The product is: [Cl:22][C:17]1[CH:16]=[C:15]([NH:14][C:5]2[C:4]3[C:9](=[CH:10][CH:11]=[C:2]([NH:1][CH2:29][C:25]4[N:24]([CH3:23])[CH:28]=[CH:27][N:26]=4)[CH:3]=3)[N:8]=[CH:7][C:6]=2[C:12]#[N:13])[CH:20]=[CH:19][C:18]=1[F:21].